Dataset: Forward reaction prediction with 1.9M reactions from USPTO patents (1976-2016). Task: Predict the product of the given reaction. (1) The product is: [CH2:14]([O:13][CH:12]1[CH:8]([NH:7][C:5]([C@H:42]2[N:39]3[C:40](=[O:41])[C@@H:33]([NH:32][C:30]([C:20]4[C:29]5[C:24](=[CH:25][CH:26]=[CH:27][CH:28]=5)[CH:23]=[CH:22][N:21]=4)=[O:31])[CH2:34][CH:35]=[CH:36][CH2:37][C@@H:38]3[CH2:44][CH2:43]2)=[O:6])[CH2:9][C:10](=[O:16])[O:11]1)[CH3:15]. Given the reactants C(O[C:5]([NH:7][CH:8]1[CH:12]([O:13][CH2:14][CH3:15])[O:11][C:10](=[O:16])[CH2:9]1)=[O:6])C=C.C(=O)=O.[C:20]1([C:30]([NH:32][CH:33]2[C:40](=[O:41])[N:39]3[CH:42](C(O)=O)[CH2:43][CH2:44][CH:38]3[CH2:37][CH:36]=[CH:35][CH2:34]2)=[O:31])[C:29]2[C:24](=[CH:25][CH:26]=[CH:27][CH:28]=2)[CH:23]=[CH:22][N:21]=1.OC1C2N=NNC=2C=CC=1.Cl.CN(C)CCCN=C=NCC, predict the reaction product. (2) Given the reactants [CH3:1][O:2][C:3]1[CH:9]=[CH:8][C:6]([NH2:7])=[C:5]([CH3:10])[CH:4]=1.Cl[C:12]1[CH:17]=[CH:16][N:15]=[CH:14][C:13]=1[N+:18]([O-:20])=[O:19].C(N(CC)CC)C, predict the reaction product. The product is: [CH3:1][O:2][C:3]1[CH:9]=[CH:8][C:6]([NH:7][C:12]2[CH:17]=[CH:16][N:15]=[CH:14][C:13]=2[N+:18]([O-:20])=[O:19])=[C:5]([CH3:10])[CH:4]=1. (3) Given the reactants [CH3:1][C:2]([CH3:20])([CH3:19])[CH2:3][CH2:4][NH:5][CH:6]1[CH2:11][CH2:10][N:9](C([O:14][C:15]([CH3:18])(C)C)=O)[CH2:8][CH2:7]1.[CH3:21][C:22]1[CH:29]=[CH:28][CH:27]=[CH:26][C:23]=1[CH:24]=[O:25].CO.[C:32]([O:35]CC)(=[O:34])[CH3:33], predict the reaction product. The product is: [C:15]([OH:14])(=[O:25])/[CH:18]=[CH:33]/[C:32]([OH:35])=[O:34].[CH3:20][C:2]([CH3:1])([CH3:19])[CH2:3][CH2:4][N:5]([CH2:21][C:22]1[CH:29]=[CH:28][CH:27]=[CH:26][C:23]=1[CH3:24])[CH:6]1[CH2:7][CH2:8][NH:9][CH2:10][CH2:11]1. (4) Given the reactants [NH4+:1].[Cl-].[NH4+].[OH-].[CH:5]([CH2:18][C:19]([O-])=[S:20])([C:12]1[CH:17]=[CH:16][CH:15]=[CH:14][CH:13]=1)[C:6]1[CH:11]=[CH:10][CH:9]=[CH:8][CH:7]=1, predict the reaction product. The product is: [CH:5]([CH2:18][C:19]([NH2:1])=[S:20])([C:12]1[CH:17]=[CH:16][CH:15]=[CH:14][CH:13]=1)[C:6]1[CH:11]=[CH:10][CH:9]=[CH:8][CH:7]=1. (5) The product is: [CH:1]1([CH2:4][N:5]([CH2:30][CH2:31][CH3:32])[C:6]2[N:11]=[CH:10][N:9]=[C:8]([C:12]([NH:14][C:15]3[CH:23]=[CH:22][C:21]4[C:17](=[CH:18][N:19]([CH2:24][C:25]([OH:27])=[O:26])[N:20]=4)[CH:16]=3)=[O:13])[CH:7]=2)[CH2:3][CH2:2]1. Given the reactants [CH:1]1([CH2:4][N:5]([CH2:30][CH2:31][CH3:32])[C:6]2[N:11]=[CH:10][N:9]=[C:8]([C:12]([NH:14][C:15]3[CH:23]=[CH:22][C:21]4[C:17](=[CH:18][N:19]([CH2:24][C:25]([O:27]CC)=[O:26])[N:20]=4)[CH:16]=3)=[O:13])[CH:7]=2)[CH2:3][CH2:2]1.[OH-].[Na+].O.Cl, predict the reaction product. (6) Given the reactants COC1N=C(O[C:10]2[CH:15]=[CH:14][CH:13]=[C:12](OC3N=C(OC)C=C(OC)N=3)[C:11]=2[C:27]([O-:29])=[O:28])N=C(OC)C=1.[Na+].CO[C:35]1[N:40]=[C:39]([O:41]C2C=CC=C([O:41][C:39]3[N:40]=[C:35](OC)[CH:36]=[C:37](OC)[N:38]=3)C=2C(ON=C(C2C=CC=CC=2)C2C=CC=CC=2)=O)[N:38]=[C:37](OC)[CH:36]=1.CC1OC(=O)C2C(SC3N=C(OC)C=C(OC)N=3)=CC=CC1=2.C/C(/C1C=CC=C(OC2N=C(OC)C=C(OC)N=2)C=1C(OC)=O)=N/OC.COC1N=C(SC2C=CC=C(Cl)C=2C([O-])=O)N=C(OC)C=1.[Na+].COCC1C=CC=C(C(O)C2N=C(OC)C=C(OC)N=2)C=1NS(C(F)F)(=O)=O, predict the reaction product. The product is: [C:27]([O:29][O:41][C:39]1[N:40]=[CH:35][CH:36]=[CH:37][N:38]=1)(=[O:28])[C:11]1[CH:10]=[CH:15][CH:14]=[CH:13][CH:12]=1. (7) Given the reactants [Br:1][C:2]1[CH:3]=[C:4]([S:9]([NH:12][C:13]2[C:18]([OH:19])=[CH:17][C:16](C(C)C)=[CH:15][N:14]=2)(=[O:11])=[O:10])[CH:5]=[N:6][C:7]=1[Cl:8].NC1C(OC)=CC=CN=1.COC1C(N)=NC=C(C(C)C)C=1, predict the reaction product. The product is: [Br:1][C:2]1[CH:3]=[C:4]([S:9]([NH:12][C:13]2[C:18]([OH:19])=[CH:17][CH:16]=[CH:15][N:14]=2)(=[O:11])=[O:10])[CH:5]=[N:6][C:7]=1[Cl:8]. (8) Given the reactants [C:1]12([C:11](=[O:20])[CH2:12][S:13][CH2:14][C:15]3[O:16][CH:17]=[CH:18][CH:19]=3)[CH2:10][CH:5]3[CH2:6][CH:7]([CH2:9][CH:3]([CH2:4]3)[CH2:2]1)[CH2:8]2.C1C=C(Cl)C=C(C(OO)=[O:29])C=1, predict the reaction product. The product is: [C:1]12([C:11](=[O:20])[CH2:12][S:13]([CH2:14][C:15]3[O:16][CH:17]=[CH:18][CH:19]=3)=[O:29])[CH2:10][CH:5]3[CH2:6][CH:7]([CH2:9][CH:3]([CH2:4]3)[CH2:2]1)[CH2:8]2. (9) The product is: [CH3:1][C@H:2]([CH2:9][CH2:10][CH2:11][CH:12]([CH3:14])[CH3:13])[CH2:3][CH2:4][CH2:5][C:6](=[O:8])[CH3:7]. Given the reactants [CH3:1][C:2]([CH2:9][CH2:10][CH2:11][CH:12]([CH3:14])[CH3:13])=[CH:3][CH2:4][CH2:5][C:6](=[O:8])[CH3:7].CC(CCC=C(C)C)=CCCC(=O)C, predict the reaction product. (10) Given the reactants [CH3:1][O:2][C:3]1[CH:4]=[C:5]2[C:10](=[CH:11][C:12]=1[O:13][CH3:14])[N:9]=[CH:8][CH:7]=[C:6]2[O:15][C:16]1[CH:22]=[CH:21][C:19]([NH2:20])=[CH:18][CH:17]=1.Cl[C:24](Cl)([O:26][C:27](=[O:33])OC(Cl)(Cl)Cl)Cl.[CH3:35][N:36]1[CH2:41]C[CH2:39][CH:38](O)[CH2:37]1.C(=O)(O)[O-].[Na+], predict the reaction product. The product is: [CH3:1][O:2][C:3]1[CH:4]=[C:5]2[C:10](=[CH:11][C:12]=1[O:13][CH3:14])[N:9]=[CH:8][CH:7]=[C:6]2[O:15][C:16]1[CH:22]=[CH:21][C:19]([NH:20][C:27](=[O:33])[O:26][CH:24]2[CH2:39][CH2:38][CH2:37][N:36]([CH3:41])[CH2:35]2)=[CH:18][CH:17]=1.